From a dataset of Reaction yield outcomes from USPTO patents with 853,638 reactions. Predict the reaction yield, written as a fraction of the theoretical maximum amount of product (1.0 means a 100% yield; for example, 0.34 means a 34% yield). (1) The reactants are [F:1][C:2]1[CH:7]=[CH:6][CH:5]=[C:4]([F:8])[C:3]=1[N:9]1[C:14]2[N:15]=[C:16](S(C)(=O)=O)[N:17]=[C:18]([C:19]3[CH:24]=[CH:23][C:22]([F:25])=[CH:21][C:20]=3[CH3:26])[C:13]=2[CH:12]=[CH:11][C:10]1=[O:31].[CH2:32]([NH2:35])[CH2:33][NH2:34]. The product is [NH2:34][CH2:33][CH2:32][NH:35][C:16]1[N:17]=[C:18]([C:19]2[CH:24]=[CH:23][C:22]([F:25])=[CH:21][C:20]=2[CH3:26])[C:13]2[CH:12]=[CH:11][C:10](=[O:31])[N:9]([C:3]3[C:2]([F:1])=[CH:7][CH:6]=[CH:5][C:4]=3[F:8])[C:14]=2[N:15]=1. The catalyst is C1COCC1.C(OCC)(=O)C.O. The yield is 0.890. (2) The reactants are [CH3:1][O:2][C:3](=[O:12])[C:4]1[CH:9]=[CH:8][C:7]([OH:10])=[CH:6][C:5]=1[OH:11].C(=O)([O-])[O-].[K+].[K+].[CH2:19](Br)[CH:20]=[CH2:21]. The catalyst is CC(C)=O. The product is [CH3:1][O:2][C:3](=[O:12])[C:4]1[CH:9]=[CH:8][C:7]([O:10][CH2:21][CH:20]=[CH2:19])=[CH:6][C:5]=1[OH:11]. The yield is 0.770.